Dataset: Forward reaction prediction with 1.9M reactions from USPTO patents (1976-2016). Task: Predict the product of the given reaction. (1) The product is: [NH:15]1[C:19]2=[N:20][CH:21]=[C:22]([CH2:24][NH:25][C:8](=[O:10])[C:7]3[CH:6]=[CH:5][C:4]([S:3][C:2]([F:1])([F:14])[F:13])=[CH:12][CH:11]=3)[CH:23]=[C:18]2[CH:17]=[CH:16]1. Given the reactants [F:1][C:2]([F:14])([F:13])[S:3][C:4]1[CH:12]=[CH:11][C:7]([C:8]([OH:10])=O)=[CH:6][CH:5]=1.[NH:15]1[C:19]2=[N:20][CH:21]=[C:22]([CH2:24][NH:25]C)[CH:23]=[C:18]2[CH:17]=[CH:16]1.N, predict the reaction product. (2) Given the reactants I[C:2]1[C:3]([CH3:11])=[C:4]([CH:8]=[CH:9][CH:10]=1)[C:5]([OH:7])=[O:6].[B:12]1([B:12]2[O:16][C:15]([CH3:18])([CH3:17])[C:14]([CH3:20])([CH3:19])[O:13]2)[O:16][C:15]([CH3:18])([CH3:17])[C:14]([CH3:20])([CH3:19])[O:13]1.C([O-])(=O)C.[K+].CS(C)=O, predict the reaction product. The product is: [CH3:11][C:3]1[C:2]([B:12]2[O:16][C:15]([CH3:18])([CH3:17])[C:14]([CH3:20])([CH3:19])[O:13]2)=[CH:10][CH:9]=[CH:8][C:4]=1[C:5]([OH:7])=[O:6]. (3) Given the reactants [O:1]=[C:2]1[N:6]2[CH2:7][C@H:8]([C:11]([OH:13])=O)[CH2:9][CH2:10][C@H:5]2[CH2:4][O:3]1.[CH2:14]([N:16](CC)CC)C.ClC(OCC(C)C)=O.[Cl:29][C:30]1[C:31](NC)=[N:32][CH:33]=[CH:34][N:35]=1, predict the reaction product. The product is: [Cl:29][C:30]1[C:31]([CH2:14][NH:16][C:11]([C@H:8]2[CH2:7][N:6]3[C:2](=[O:1])[O:3][CH2:4][C@@H:5]3[CH2:10][CH2:9]2)=[O:13])=[N:32][CH:33]=[CH:34][N:35]=1. (4) Given the reactants [CH3:1][O:2][C:3]1[CH:4]=[C:5]2[C:10](=[CH:11][C:12]=1[O:13][CH3:14])[N:9]=[CH:8][CH:7]=[C:6]2[O:15][C:16]1[CH:22]=[CH:21][C:19]([NH2:20])=[C:18]([CH3:23])[C:17]=1[CH3:24].C1(C)C=CC=CC=1.C(N(CC)CC)C.Cl[C:40](Cl)([O:42]C(=O)OC(Cl)(Cl)Cl)Cl.[CH3:51][C:52]1[CH:60]=[CH:59][C:55]([CH:56]([OH:58])[CH3:57])=[CH:54][CH:53]=1, predict the reaction product. The product is: [CH3:1][O:2][C:3]1[CH:4]=[C:5]2[C:10](=[CH:11][C:12]=1[O:13][CH3:14])[N:9]=[CH:8][CH:7]=[C:6]2[O:15][C:16]1[CH:22]=[CH:21][C:19]([NH:20][C:40](=[O:42])[O:58][CH:56]([C:55]2[CH:59]=[CH:60][C:52]([CH3:51])=[CH:53][CH:54]=2)[CH3:57])=[C:18]([CH3:23])[C:17]=1[CH3:24]. (5) Given the reactants [F:1][C:2]1[CH:7]=[C:6]([CH3:8])[CH:5]=[CH:4][C:3]=1[OH:9].[Br:10]Br, predict the reaction product. The product is: [Br:10][C:4]1[CH:5]=[C:6]([CH3:8])[CH:7]=[C:2]([F:1])[C:3]=1[OH:9]. (6) Given the reactants Br[C:2]1[CH:8]=[CH:7][C:6]([C:9]([F:12])([F:11])[F:10])=[CH:5][C:3]=1[NH2:4].[CH3:13][N:14]([CH3:18])[CH2:15][C:16]#[CH:17].C(N(C(C)C)CC)(C)C, predict the reaction product. The product is: [CH3:13][N:14]([CH3:18])[CH2:15][C:16]#[C:17][C:2]1[CH:8]=[CH:7][C:6]([C:9]([F:12])([F:11])[F:10])=[CH:5][C:3]=1[NH2:4].